This data is from Peptide-MHC class I binding affinity with 185,985 pairs from IEDB/IMGT. The task is: Regression. Given a peptide amino acid sequence and an MHC pseudo amino acid sequence, predict their binding affinity value. This is MHC class I binding data. The peptide sequence is PSDTIHASF. The binding affinity (normalized) is 0.0847. The MHC is HLA-A26:01 with pseudo-sequence HLA-A26:01.